From a dataset of Catalyst prediction with 721,799 reactions and 888 catalyst types from USPTO. Predict which catalyst facilitates the given reaction. (1) Reactant: [F:1][C:2]1[CH:24]=[CH:23][CH:22]=[CH:21][C:3]=1[O:4][C:5]1[C:18](=[O:19])[N:17]([CH3:20])[C:8]2[N:9]=[C:10](S(C)(=O)=O)[N:11]=[CH:12][C:7]=2[CH:6]=1.[CH:25]1([CH2:28][NH2:29])[CH2:27][CH2:26]1. Product: [CH:25]1([CH2:28][NH:29][C:10]2[N:11]=[CH:12][C:7]3[CH:6]=[C:5]([O:4][C:3]4[CH:21]=[CH:22][CH:23]=[CH:24][C:2]=4[F:1])[C:18](=[O:19])[N:17]([CH3:20])[C:8]=3[N:9]=2)[CH2:27][CH2:26]1. The catalyst class is: 22. (2) Reactant: [OH:1][C:2]1[CH:9]=[CH:8][C:5]([CH:6]=[O:7])=[CH:4][CH:3]=1.C(=O)([O-])[O-].[K+].[K+].[Br:16][CH2:17][CH2:18]Br. Product: [Br:16][CH2:17][CH2:18][O:1][C:2]1[CH:9]=[CH:8][C:5]([CH:6]=[O:7])=[CH:4][CH:3]=1. The catalyst class is: 8.